Dataset: Full USPTO retrosynthesis dataset with 1.9M reactions from patents (1976-2016). Task: Predict the reactants needed to synthesize the given product. (1) Given the product [OH:11][C:6]1[C:7](=[O:8])[NH:2][C:1](=[S:3])[N:4]([CH2:12][CH2:13][C:14]2[CH:19]=[CH:18][CH:17]=[CH:16][CH:15]=2)[N:5]=1, predict the reactants needed to synthesize it. The reactants are: [C:1]([N:4]([CH2:12][CH2:13][C:14]1[CH:19]=[CH:18][CH:17]=[CH:16][CH:15]=1)[NH:5][C:6](=[O:11])[C:7](OC)=[O:8])(=[S:3])[NH2:2].C1CCN2C(=NCCC2)CC1. (2) Given the product [Cl:1][C:2]1[CH:3]=[CH:4][C:5]([CH:8]([CH3:12])[CH2:9][CH2:10][OH:11])=[CH:6][CH:7]=1, predict the reactants needed to synthesize it. The reactants are: [Cl:1][C:2]1[CH:7]=[CH:6][C:5]([C:8](=[CH2:12])[CH2:9][CH2:10][OH:11])=[CH:4][CH:3]=1. (3) Given the product [NH:15]1[C:11]2([CH2:10][CH2:9][NH:8][CH2:18][CH2:17]2)[CH2:12][O:13][C:14]1=[O:16], predict the reactants needed to synthesize it. The reactants are: C([N:8]1[CH2:18][CH2:17][C:11]2([NH:15][C:14](=[O:16])[O:13][CH2:12]2)[CH2:10][CH2:9]1)C1C=CC=CC=1. (4) The reactants are: C1N=CN(C(N2C=NC=C2)=O)C=1.[CH2:13]([O:17][CH2:18][C:19]([OH:21])=O)[CH2:14][CH2:15][CH3:16].[N:22]1([CH2:27][C:28]2[CH:33]=[CH:32][C:31]([C:34]3[CH:38]=[C:37]([CH2:39][CH:40]([CH3:42])[CH3:41])[S:36][C:35]=3[S:43]([NH2:46])(=[O:45])=[O:44])=[CH:30][CH:29]=2)[CH:26]=[CH:25][N:24]=[CH:23]1.C1CCN2C(=NCCC2)CC1. Given the product [CH2:13]([O:17][CH2:18][C:19]([NH:46][S:43]([C:35]1[S:36][C:37]([CH2:39][CH:40]([CH3:42])[CH3:41])=[CH:38][C:34]=1[C:31]1[CH:30]=[CH:29][C:28]([CH2:27][N:22]2[CH:26]=[CH:25][N:24]=[CH:23]2)=[CH:33][CH:32]=1)(=[O:44])=[O:45])=[O:21])[CH2:14][CH2:15][CH3:16], predict the reactants needed to synthesize it. (5) Given the product [CH2:1]([C@H:8]1[CH2:12][O:11][C:10](=[O:13])[N:9]1[C:14](=[O:27])[CH2:15][CH2:16][CH2:17][C@H:18]([O:19][Si:33]([C:36]([CH3:39])([CH3:38])[CH3:37])([CH3:35])[CH3:34])[C:20]1[CH:25]=[CH:24][C:23]([F:26])=[CH:22][CH:21]=1)[C:2]1[CH:3]=[CH:4][CH:5]=[CH:6][CH:7]=1, predict the reactants needed to synthesize it. The reactants are: [CH2:1]([C@H:8]1[CH2:12][O:11][C:10](=[O:13])[N:9]1[C:14](=[O:27])[CH2:15][CH2:16][CH2:17][C@@H:18]([C:20]1[CH:25]=[CH:24][C:23]([F:26])=[CH:22][CH:21]=1)[OH:19])[C:2]1[CH:7]=[CH:6][CH:5]=[CH:4][CH:3]=1.N1C=CN=C1.[Si:33](Cl)([C:36]([CH3:39])([CH3:38])[CH3:37])([CH3:35])[CH3:34].Cl. (6) Given the product [CH3:1][O:2][C@H:3]1[CH2:4][CH2:5][C@H:6]([NH:9][C:10]2[CH:11]=[CH:12][C:13]3[N:14]([C:16]([C:19]4[CH:20]=[CH:21][N+:22]([O-:30])=[CH:23][CH:24]=4)=[CH:17][N:18]=3)[N:15]=2)[CH2:7][CH2:8]1, predict the reactants needed to synthesize it. The reactants are: [CH3:1][O:2][C@H:3]1[CH2:8][CH2:7][C@H:6]([NH:9][C:10]2[CH:11]=[CH:12][C:13]3[N:14]([C:16]([C:19]4[CH:24]=[CH:23][N:22]=[CH:21][CH:20]=4)=[CH:17][N:18]=3)[N:15]=2)[CH2:5][CH2:4]1.ClC1C=C(C=CC=1)C(OO)=[O:30]. (7) The reactants are: [CH2:1]([O:3][C:4](=[O:19])[NH:5][C@@H:6]([C:9]1[CH:14]=[CH:13][CH:12]=[C:11]([C:15]([F:18])([F:17])[F:16])[CH:10]=1)[CH2:7][NH2:8])[CH3:2].[CH:20](=O)[C:21]1[CH:26]=[CH:25][C:24]([O:27][CH3:28])=[CH:23][CH:22]=1.[BH4-].[Na+]. Given the product [CH2:1]([O:3][C:4](=[O:19])[NH:5][C@@H:6]([C:9]1[CH:14]=[CH:13][CH:12]=[C:11]([C:15]([F:16])([F:18])[F:17])[CH:10]=1)[CH2:7][NH:8][CH2:20][C:21]1[CH:26]=[CH:25][C:24]([O:27][CH3:28])=[CH:23][CH:22]=1)[CH3:2], predict the reactants needed to synthesize it.